This data is from Forward reaction prediction with 1.9M reactions from USPTO patents (1976-2016). The task is: Predict the product of the given reaction. Given the reactants [Br:1][C:2]1[CH:3]=[C:4]2[C:9](=[CH:10][CH:11]=1)[CH:8]=[N:7][CH:6]=[CH:5]2.ClC1C=CC=C(C(OO)=[O:20])C=1.C(=O)([O-])O.[Na+].O.O.O.O.O.S([O-])([O-])(=O)=S.[Na+].[Na+], predict the reaction product. The product is: [Br:1][C:2]1[CH:3]=[C:4]2[C:9](=[CH:10][CH:11]=1)[CH:8]=[N+:7]([O-:20])[CH:6]=[CH:5]2.